This data is from Reaction yield outcomes from USPTO patents with 853,638 reactions. The task is: Predict the reaction yield, written as a fraction of the theoretical maximum amount of product (1.0 means a 100% yield; for example, 0.34 means a 34% yield). (1) The reactants are C([NH:4][C@:5]1([C:22](NC(C)(C)C)=[O:23])[C@@H:9]([CH2:10][CH2:11][CH2:12][B:13]2[O:17]C(C)(C)C(C)(C)[O:14]2)[CH2:8][NH:7][CH2:6]1)(=O)C.Cl[C:30]1[N:38]=[CH:37][N:36]=[C:35]2[C:31]=1[NH:32][CH:33]=[N:34]2.C(N(C(C)C)CC)(C)C.CC([OH:51])C. The catalyst is C(Cl)Cl. The product is [NH2:4][C@:5]1([C:22]([OH:23])=[O:51])[C@@H:9]([CH2:10][CH2:11][CH2:12][B:13]([OH:14])[OH:17])[CH2:8][N:7]([C:30]2[N:38]=[CH:37][N:36]=[C:35]3[C:31]=2[NH:32][CH:33]=[N:34]3)[CH2:6]1. The yield is 0.200. (2) The reactants are [CH2:1]([C:5]1[N:6]=[C:7]([CH2:27][OH:28])[NH:8][C:9](=[O:26])[C:10]=1[CH2:11][C:12]1[CH:17]=[CH:16][C:15]([C:18]2[C:19]([C:24]#[N:25])=[CH:20][CH:21]=[CH:22][CH:23]=2)=[CH:14][CH:13]=1)[CH2:2][CH2:3][CH3:4].[CH2:29](Br)[C:30]1[CH:35]=[CH:34][CH:33]=[CH:32][CH:31]=1.C(=O)([O-])[O-].[Cs+].[Cs+]. The catalyst is CN(C)C(=O)C.C(OCC)(=O)C. The product is [CH2:29]([N:8]1[C:9](=[O:26])[C:10]([CH2:11][C:12]2[CH:17]=[CH:16][C:15]([C:18]3[C:19]([C:24]#[N:25])=[CH:20][CH:21]=[CH:22][CH:23]=3)=[CH:14][CH:13]=2)=[C:5]([CH2:1][CH2:2][CH2:3][CH3:4])[N:6]=[C:7]1[CH2:27][OH:28])[C:30]1[CH:35]=[CH:34][CH:33]=[CH:32][CH:31]=1. The yield is 0.490. (3) The reactants are [Cl:1][C:2]1[CH:9]=[CH:8][CH:7]=[C:6](F)[C:3]=1[C:4]#[N:5].O.[NH2:12][NH2:13].CC(C)=O. The catalyst is C(O)C. The product is [Cl:1][C:2]1[CH:9]=[CH:8][CH:7]=[C:6]2[C:3]=1[C:4]([NH2:5])=[N:12][NH:13]2. The yield is 0.660. (4) The reactants are [CH3:1][S-:2].[Na+].Cl[C:5]1[CH:10]=[C:9]([Sn:11]([CH2:20][CH2:21][CH2:22][CH3:23])([CH2:16][CH2:17][CH2:18][CH3:19])[CH2:12][CH2:13][CH2:14][CH3:15])[N:8]=[C:7]([CH3:24])[N:6]=1. The product is [CH3:24][C:7]1[N:6]=[C:5]([S:2][CH3:1])[CH:10]=[C:9]([Sn:11]([CH2:20][CH2:21][CH2:22][CH3:23])([CH2:16][CH2:17][CH2:18][CH3:19])[CH2:12][CH2:13][CH2:14][CH3:15])[N:8]=1. The catalyst is O1CCCC1.O. The yield is 0.300. (5) The reactants are CN(C)[C:3](=[O:28])[CH2:4][O:5][CH2:6][CH2:7][N:8]1[CH2:13][CH2:12][N:11]([CH:14]([C:22]2[CH:27]=[CH:26][CH:25]=[CH:24][CH:23]=2)[C:15]2[CH:20]=[CH:19][C:18]([Cl:21])=[CH:17][CH:16]=2)[CH2:10][CH2:9]1.C(N(CC=C)C(=O)C[O:36]CCN1CCN(C(C2C=CC=CC=2)C2C=CC([Cl:52])=CC=2)CC1)C=C. The catalyst is O1CCOCC1. The product is [ClH:21].[ClH:52].[C:22]1([CH:14]([N:11]2[CH2:12][CH2:13][N:8]([CH2:7][CH2:6][O:5][CH2:4][C:3]([OH:28])=[O:36])[CH2:9][CH2:10]2)[C:15]2[CH:16]=[CH:17][C:18]([Cl:21])=[CH:19][CH:20]=2)[CH:27]=[CH:26][CH:25]=[CH:24][CH:23]=1. The yield is 0.693. (6) The reactants are C([C:3]1[CH:19]=[CH:18][C:6]([O:7][C:8]2[CH:9]=[CH:10][C:11]3[B:15]([OH:16])[O:14][CH2:13][C:12]=3[CH:17]=2)=[CH:5][CH:4]=1)#N.[N-:20]=[N+:21]=[N-:22].[Na+].[Cl-].[NH4+].O.[CH3:27][N:28](C)C=O. No catalyst specified. The product is [OH:16][B:15]1[C:11]2[CH:10]=[CH:9][C:8]([O:7][C:6]3[CH:5]=[CH:4][C:3]([N:20]4[CH:27]=[N:28][N:22]=[N:21]4)=[CH:19][CH:18]=3)=[CH:17][C:12]=2[CH2:13][O:14]1. The yield is 0.230. (7) The reactants are [CH3:1][O:2][C:3]1[CH:11]=[C:10]2[C:6]([CH:7]=[CH:8][NH:9]2)=[CH:5][CH:4]=1.[F:12][C:13]([F:24])([F:23])[C:14](O[C:14](=[O:15])[C:13]([F:24])([F:23])[F:12])=[O:15].O. The catalyst is O1CCCC1. The product is [F:12][C:13]([F:24])([F:23])[C:14]([C:7]1[C:6]2[C:10](=[CH:11][C:3]([O:2][CH3:1])=[CH:4][CH:5]=2)[NH:9][CH:8]=1)=[O:15]. The yield is 0.945.